Dataset: Full USPTO retrosynthesis dataset with 1.9M reactions from patents (1976-2016). Task: Predict the reactants needed to synthesize the given product. (1) Given the product [CH3:74][C:66]1([C:69]2[CH:73]=[CH:72][NH:71][N:70]=2)[CH2:67][CH2:68][N:63]([C:22]([C:21]2[CH:20]=[CH:19][C:18]([C:15]3[CH:16]=[CH:17][C:12]4[N:13]([C:9]([C:6]5[CH:5]=[CH:4][C:3]([C:1]#[N:2])=[CH:8][CH:7]=5)=[CH:10][N:11]=4)[CH:14]=3)=[CH:26][CH:25]=2)=[O:24])[CH2:64][CH2:65]1, predict the reactants needed to synthesize it. The reactants are: [C:1]([C:3]1[CH:8]=[CH:7][C:6]([C:9]2[N:13]3[CH:14]=[C:15]([C:18]4[CH:26]=[CH:25][C:21]([C:22]([OH:24])=O)=[CH:20][CH:19]=4)[CH:16]=[CH:17][C:12]3=[N:11][CH:10]=2)=[CH:5][CH:4]=1)#[N:2].CN(C(ON1N=NC2C=CC=NC1=2)=[N+](C)C)C.F[P-](F)(F)(F)(F)F.CN1CCOCC1.Cl.C([N:63]1[CH2:68][CH2:67][C:66]([CH3:74])([C:69]2[CH:73]=[CH:72][NH:71][N:70]=2)[CH2:65][CH2:64]1)(C)(C)C. (2) Given the product [C:1]([O:5][C:6](=[O:21])[NH:7][C:8]1[CH:13]=[C:12]([N:14]([CH3:16])[CH3:15])[C:11]([F:17])=[CH:10][C:9]=1[NH2:18])([CH3:4])([CH3:2])[CH3:3], predict the reactants needed to synthesize it. The reactants are: [C:1]([O:5][C:6](=[O:21])[NH:7][C:8]1[CH:13]=[C:12]([N:14]([CH3:16])[CH3:15])[C:11]([F:17])=[CH:10][C:9]=1[N+:18]([O-])=O)([CH3:4])([CH3:3])[CH3:2]. (3) Given the product [CH:2]12[CH2:1][CH:5]([CH:10]=[CH:9]1)[CH2:6][CH:7]2[C:27]([OH:28])=[O:23].[CH2:15]=[CH2:16], predict the reactants needed to synthesize it. The reactants are: [CH2:1](Cl)[CH2:2]Cl.[CH:5]1[CH:6]=[CH:7]C2N(O)N=N[C:9]=2[CH:10]=1.[CH2:15](N(CC)CC)[CH3:16].C[OH:23].CN([CH:27]=[O:28])C. (4) Given the product [NH2:12][C:13]1[CH:18]=[CH:17][CH:16]=[CH:15][C:14]=1[NH:19][C:31]([C:29]1[NH:28][N:27]=[C:26]([C:20]2[CH:21]=[CH:22][CH:23]=[CH:24][CH:25]=2)[CH:30]=1)=[O:32], predict the reactants needed to synthesize it. The reactants are: CCN=C=NCCCN(C)C.[NH2:12][C:13]1[CH:18]=[CH:17][CH:16]=[CH:15][C:14]=1[NH2:19].[C:20]1([C:26]2[CH:30]=[C:29]([C:31](O)=[O:32])[NH:28][N:27]=2)[CH:25]=[CH:24][CH:23]=[CH:22][CH:21]=1.C1C=CC2N(O)N=NC=2C=1. (5) Given the product [Cl:1][C:2]1[N:7]=[C:6]([NH:26][C:25]2[CH:24]=[CH:23][C:22]([N:19]3[CH2:20][CH2:21][O:16][CH2:17][CH2:18]3)=[CH:28][CH:27]=2)[C:5]([Cl:9])=[CH:4][N:3]=1, predict the reactants needed to synthesize it. The reactants are: [Cl:1][C:2]1[N:7]=[C:6](Cl)[C:5]([Cl:9])=[CH:4][N:3]=1.C(=O)([O-])[O-].[K+].[K+].[O:16]1[CH2:21][CH2:20][N:19]([C:22]2[CH:28]=[CH:27][C:25]([NH2:26])=[CH:24][CH:23]=2)[CH2:18][CH2:17]1.O. (6) The reactants are: [CH2:1]([O:3][C:4]([C:6]1[S:10][C:9]2[CH:11]=[C:12]([OH:15])[CH:13]=[CH:14][C:8]=2[CH:7]=1)=[O:5])[CH3:2].[C:16]([O:20][C:21]([N:23]1[CH2:28][CH2:27][CH:26](O)[CH2:25][CH2:24]1)=[O:22])([CH3:19])([CH3:18])[CH3:17].C1(P(C2C=CC=CC=2)C2C=CC=CC=2)C=CC=CC=1.CC(OC(/N=N/C(OC(C)C)=O)=O)C. Given the product [C:16]([O:20][C:21]([N:23]1[CH2:28][CH2:27][CH:26]([O:15][C:12]2[CH:13]=[CH:14][C:8]3[CH:7]=[C:6]([C:4]([O:3][CH2:1][CH3:2])=[O:5])[S:10][C:9]=3[CH:11]=2)[CH2:25][CH2:24]1)=[O:22])([CH3:19])([CH3:17])[CH3:18], predict the reactants needed to synthesize it. (7) Given the product [C:18]([O:17][C:15](=[O:16])[NH:30][C:8]1([C:5]2[CH:4]=[CH:3][C:2]([Cl:1])=[CH:7][CH:6]=2)[CH2:9][CH2:10][CH2:11]1)([CH3:21])([CH3:20])[CH3:19], predict the reactants needed to synthesize it. The reactants are: [Cl:1][C:2]1[CH:7]=[CH:6][C:5]([C:8]2(C(O)=O)[CH2:11][CH2:10][CH2:9]2)=[CH:4][CH:3]=1.[C:15](O[C:15]([O:17][C:18]([CH3:21])([CH3:20])[CH3:19])=[O:16])([O:17][C:18]([CH3:21])([CH3:20])[CH3:19])=[O:16].[N-:30]=[N+]=[N-].[Na+].C(=O)(O)[O-].[Na+]. (8) Given the product [CH:1]1([C:7]2[C:11]([CH2:12][O:13][C:29]3[CH:28]=[C:27]([CH2:31][CH2:32][C:33]([OH:35])=[O:34])[CH:26]=[CH:25][CH:30]=3)=[CH:10][N:9]([C:14]3[CH:19]=[CH:18][C:17]([C:20]([F:22])([F:21])[F:23])=[CH:16][N:15]=3)[N:8]=2)[CH2:2][CH2:3][CH2:4][CH2:5][CH2:6]1, predict the reactants needed to synthesize it. The reactants are: [CH:1]1([C:7]2[C:11]([CH2:12][OH:13])=[CH:10][N:9]([C:14]3[CH:19]=[CH:18][C:17]([C:20]([F:23])([F:22])[F:21])=[CH:16][N:15]=3)[N:8]=2)[CH2:6][CH2:5][CH2:4][CH2:3][CH2:2]1.O[C:25]1[CH:26]=[C:27]([CH2:31][CH2:32][C:33]([O:35]C)=[O:34])[CH:28]=[CH:29][CH:30]=1.C(P(CCCC)CCCC)CCC.N(C(N1CCCCC1)=O)=NC(N1CCCCC1)=O.